Dataset: Experimentally validated miRNA-target interactions with 360,000+ pairs, plus equal number of negative samples. Task: Binary Classification. Given a miRNA mature sequence and a target amino acid sequence, predict their likelihood of interaction. (1) The miRNA is hsa-miR-218-1-3p with sequence AUGGUUCCGUCAAGCACCAUGG. The protein sequence of the target gene is MTLNNVTMRQGTVGMQPQQQRWSIPADGRHLMVQKEPHQYSHRNRHSATPEDHCRRSWSSDSTDSVISSESGNTYYRVVLIGEQGVGKSTLANIFAGVHDSMDSDCEVLGEDTYERTLMVDGESATIILLDMWENKGENEWLHDHCMQVGDAYLIVYSITDRASFEKASELRIQLRRARQTEDIPIILVGNKSDLVRCREVSVSEGRACAVVFDCKFIETSAAVQHNVKELFEGIVRQVRLRRDSKEKNERRLAYQKRKESMPRKARRFWGKIVAKNNKNMAFKLKSKSCHDLSVL. Result: 0 (no interaction). (2) The miRNA is hsa-miR-4478 with sequence GAGGCUGAGCUGAGGAG. The protein sequence of the target gene is MAPKRVVQLSLKMPTHAVCVVGVEAHVDIHSDVPKGANSFRVSGSSGVEVFMVYNRTRVKEPIGKARWPLDTDADMVVSVGTASKELKDFKVRVSYFGEQEDQALGRSVLYLTGVDISLEVDTGRTGKVKRSQGDKKTWRWGPEGYGAILLVNCDRDNHRSAEPDLTHSWLMSLADLQDMSPMLLSCNGPDKLFDSHKLVLNVPFSDSKRVRVFCARGGNSLSDYKQVLGPQCLSYEVERQPGEQEIKFYVEGLTFPDADFLGLVSLSVSLVDPGTLPEVTLFTDTVGFRMAPWIMTPNT.... Result: 1 (interaction). (3) The miRNA is hsa-miR-4635 with sequence UCUUGAAGUCAGAACCCGCAA. The protein sequence of the target gene is MDEQSQGMQGPPVPQFQPQKALRPDMGYNTLANFRIEKKIGRGQFSEVYRAACLLDGVPVALKKVQIFDLMDAKARADCIKEIDLLKQLNHPNVIKYYASFIEDNELNIVLELADAGDLSRMIKHFKKQKRLIPERTVWKYFVQLCSALEHMHSRRVMHRDIKPANVFITATGVVKLGDLGLGRFFSSKTTAAHSLVGTPYYMSPERIHENGYNFKSDIWSLGCLLYEMAALQSPFYGDKMNLYSLCKKIEQCDYPPLPSDHYSEELRQLVNMCINPDPEKRPDVTYVYDVAKRMHACTA.... Result: 1 (interaction). (4) The miRNA is hsa-miR-6731-5p with sequence UGGGAGAGCAGGGUAUUGUGGA. The protein sequence of the target gene is MSSYFVNSTFPVTLASGQESFLGQLPLYSSGYADPLRHYPAPYGPGPGQDKGFATSSYYPPAGGGYGRAAPCDYGPAPAFYREKESACALSGADEQPPFHPEPRKSDCAQDKSVFGETEEQKCSTPVYPWMQRMNSCNSSSFGPSGRRGRQTYTRYQTLELEKEFHYNRYLTRRRRIEIAHALCLTERQIKIWFQNRRMKWKKESKLLSASQLSAEEEEEKQAE. Result: 1 (interaction). (5) The miRNA is hsa-miR-512-3p with sequence AAGUGCUGUCAUAGCUGAGGUC. The protein sequence of the target gene is MTFEDVAVEFSQWEWGQLNPAQKDLYREVMLENFRNLAILGLLVSKPYVICQLEEGGEPFMVEREISTGAHSDWKRRSKSKESMPSWGISKEELFQVVSVEKHIQDVLQFSKLKAACGCDGQLEMQQIKQERHLKQMSTIHKSATTLSRDYKWNGFGRSLGLRSVLVNQHSILMGEGSYKCDTEFRQTLGGNNSQRTHPEKKSCKCNECGKSFHFQSELRRHQRCHTGEKPYECSDCGRAFGHISSLIKHQRTHTGEKPYECSECGRAFSQSSSLVLHYRFHTGEKPYKCNECGRAFGHT.... Result: 1 (interaction). (6) The miRNA is hsa-miR-155-5p with sequence UUAAUGCUAAUCGUGAUAGGGGUU. The protein sequence of the target gene is MSSAAADHWAWLLVLSFVFGCNVLRILLPSFSSFMSRVLQKDAEQESQMRAEIQDMKQELSTVNMMDEFARYARLERKINKMTDKLKTHVKARTAQLAKIKWVISVAFYVLQAALMISLIWKYYSVPVAVVPSKWITPLDRLVAFPTRVAGGVGITCWILVCNKVVAIVLHPFS. Result: 1 (interaction). (7) The miRNA is hsa-miR-515-5p with sequence UUCUCCAAAAGAAAGCACUUUCUG. The protein sequence of the target gene is MVAKPPVMSFHFAQDLWPEQNIKDSFQKVTLRRYGKCEYENLQLRKGCKHVDECTGHKGGHNTVNQCLTATPSKIFQCNKYVKVFDKFSNSNRYKRRHTGNKHFKCKECSKSFCVLSQLTQHRRIHTRVNSYKCEECGKAFNWFSTLTKHKRIHTGEKPYKCEECGKAFNQSSQLTRHKIIHTEEKPNKCEECGKAFKQASHLTIHKIIHTGEKPYKYEECGKVFSQSSHLTTQKILHTGENLYKCKECGKAFNLFSNLTNHKRIHAGEKPYKCKECGRAFNISSNLNKQEKIHTGGKLN.... Result: 1 (interaction). (8) The miRNA is hsa-miR-520c-3p with sequence AAAGUGCUUCCUUUUAGAGGGU. The protein sequence of the target gene is MSAARPQFSIDDAFELSLEDGGPGPESSGVARFGPLHFERRARFEVADEDKQSRLRYQNLENDEDGAQASPEPDGGVGTRDSSRTSIRSSQWSFSTISSSTQRSYNTCCSWTQHPLIQKNRRVVLASFLLLLLGLVLILVGVGLEATPSPGVSSAIFFVPGFLLLVPGVYHVIFIYCAVKGHRGFQFFYLPYFEK. Result: 1 (interaction). (9) The miRNA is rno-miR-34a-5p with sequence UGGCAGUGUCUUAGCUGGUUGU. The protein sequence of the target gene is MRSFWLFLLLLLFCISFIKLTEGNEDAKRLYDDLMVNYNRHRRPSTSPNKPLTIKLKLRLSQIIDVHEIDQIMTCSVWLKQTWIDRKLSWDPVNYGGVNVLYVPYEMIWVPDIVLYNNADSNYNITISTKATLHYTGEVTWEPPAIFKSMCQIDVRWFPFDEQQCHLKFGSWTFSENLLSVELNEPSLRYEEEIDEKGIIDNVTVAEDGIDLSDYYPSVEWDIMSRVAKRRAKNYPSCCPQSAYIDVTYYLQLRRKPLFYTVNLVFPCVGISFLTILVFYLPSDSGEKVTLCISILVALT.... Result: 0 (no interaction).